From a dataset of Full USPTO retrosynthesis dataset with 1.9M reactions from patents (1976-2016). Predict the reactants needed to synthesize the given product. (1) Given the product [CH2:1]([C:5]1[N:6]=[C:7]([NH2:34])[C:8]2[N:13]([CH2:14][O:15][CH2:16][CH2:17][Si:18]([CH3:21])([CH3:19])[CH3:20])[CH:12]=[C:11]([CH2:22][CH2:23][CH2:24][CH2:25][CH2:26][CH2:27][N:28]3[CH2:33][CH2:32][CH2:31][CH2:30][CH2:29]3)[C:9]=2[N:10]=1)[CH2:2][CH2:3][CH3:4], predict the reactants needed to synthesize it. The reactants are: [CH2:1]([C:5]1[N:6]=[C:7]([NH2:34])[C:8]2[N:13]([CH2:14][O:15][CH2:16][CH2:17][Si:18]([CH3:21])([CH3:20])[CH3:19])[CH:12]=[C:11]([C:22]#[C:23][CH2:24][CH2:25][CH2:26][CH2:27][N:28]3[CH2:33][CH2:32][CH2:31][CH2:30][CH2:29]3)[C:9]=2[N:10]=1)[CH2:2][CH2:3][CH3:4]. (2) Given the product [ClH:53].[ClH:53].[CH2:1]1[C:9]2[C:4](=[CH:5][C:6]([N:10]([CH:11]3[CH2:12][CH2:13][N:14]([CH2:17][C:18]4[CH:23]=[CH:22][N:21]=[C:20]([C:24]5[CH:29]=[C:28]([O:30][CH3:31])[C:27]([O:32][CH3:33])=[C:26]([O:34][CH3:35])[CH:25]=5)[CH:19]=4)[CH2:15][CH2:16]3)[CH2:52][C:51]3[CH:54]=[CH:55][C:48]([C:40]4[CH:41]=[C:42]([O:46][CH3:47])[C:43]([O:44][CH3:45])=[C:38]([O:37][CH3:36])[CH:39]=4)=[CH:49][CH:50]=3)=[CH:7][CH:8]=2)[CH2:3][CH2:2]1, predict the reactants needed to synthesize it. The reactants are: [CH2:1]1[C:9]2[C:4](=[CH:5][C:6]([NH:10][CH:11]3[CH2:16][CH2:15][N:14]([CH2:17][C:18]4[CH:23]=[CH:22][N:21]=[C:20]([C:24]5[CH:29]=[C:28]([O:30][CH3:31])[C:27]([O:32][CH3:33])=[C:26]([O:34][CH3:35])[CH:25]=5)[CH:19]=4)[CH2:13][CH2:12]3)=[CH:7][CH:8]=2)[CH2:3][CH2:2]1.[CH3:36][O:37][C:38]1[CH:39]=[C:40]([C:48]2[CH:55]=[CH:54][C:51]([CH2:52][Cl:53])=[CH:50][CH:49]=2)[CH:41]=[C:42]([O:46][CH3:47])[C:43]=1[O:44][CH3:45]. (3) Given the product [C:1]1(=[N:7][O:8][C:10]2[N:12]=[C:13]([O:8][N:7]=[C:1]3[CH2:6][CH2:5][CH2:4][CH2:3][CH2:2]3)[N:15]=[C:16]([O:8][N:7]=[C:1]3[CH2:6][CH2:5][CH2:4][CH2:3][CH2:2]3)[N:9]=2)[CH2:6][CH2:5][CH2:4][CH2:3][CH2:2]1, predict the reactants needed to synthesize it. The reactants are: [C:1]1(=[N:7][OH:8])[CH2:6][CH2:5][CH2:4][CH2:3][CH2:2]1.[N:9]1[C:16](Cl)=[N:15][C:13](Cl)=[N:12][C:10]=1Cl. (4) Given the product [NH2:35][C:20]1[C:19]2[N:28]=[C:16]([CH2:15][O:14][CH2:12][CH3:13])[N:17]([CH2:29][C:30](=[O:33])[CH2:31][CH3:32])[C:18]=2[C:27]2[CH:26]=[CH:25][CH:24]=[CH:23][C:22]=2[N:21]=1, predict the reactants needed to synthesize it. The reactants are: C1C=C(Cl)C=C(C(OO)=O)C=1.[CH2:12]([O:14][CH2:15][C:16]1[N:17]([CH2:29][C:30](=[O:33])[CH2:31][CH3:32])[C:18]2[C:27]3[CH:26]=[CH:25][CH:24]=[CH:23][C:22]=3[N:21]=[CH:20][C:19]=2[N:28]=1)[CH3:13].[OH-].[NH4+:35].C1(C)C=CC(S(Cl)(=O)=O)=CC=1. (5) Given the product [Si:39]([O:27][CH2:26][CH2:25][NH:24][CH2:23][C@H:10]1[C@H:9]([C:4]2[CH:5]=[CH:6][C:7]([Cl:8])=[C:2]([Cl:1])[CH:3]=2)[O:15][CH2:14][CH2:13][N:12]([C:16]([O:18][C:19]([CH3:20])([CH3:21])[CH3:22])=[O:17])[CH2:11]1)([C:35]([CH3:38])([CH3:37])[CH3:36])([CH3:41])[CH3:40], predict the reactants needed to synthesize it. The reactants are: [Cl:1][C:2]1[CH:3]=[C:4]([C@@H:9]2[O:15][CH2:14][CH2:13][N:12]([C:16]([O:18][C:19]([CH3:22])([CH3:21])[CH3:20])=[O:17])[CH2:11][C@H:10]2[CH2:23][NH:24][CH2:25][CH2:26][OH:27])[CH:5]=[CH:6][C:7]=1[Cl:8].C(N(CC)CC)C.[C:35]([Si:39](Cl)([CH3:41])[CH3:40])([CH3:38])([CH3:37])[CH3:36].O. (6) Given the product [CH2:1]([O:3][C:4](=[O:23])[CH2:5][CH2:6][C:7]1[CH:12]=[CH:11][C:10]([O:13][C:14]2[CH:19]=[CH:18][C:17]([CH3:20])=[C:16]([O:21][C:30]3[CH:29]=[CH:28][C:27]([C:32]([F:35])([F:34])[F:33])=[CH:26][C:25]=3[Br:24])[CH:15]=2)=[CH:9][C:8]=1[CH3:22])[CH3:2], predict the reactants needed to synthesize it. The reactants are: [CH2:1]([O:3][C:4](=[O:23])[CH2:5][CH2:6][C:7]1[CH:12]=[CH:11][C:10]([O:13][C:14]2[CH:19]=[CH:18][C:17]([CH3:20])=[C:16]([OH:21])[CH:15]=2)=[CH:9][C:8]=1[CH3:22])[CH3:2].[Br:24][C:25]1[CH:26]=[C:27]([C:32]([F:35])([F:34])[F:33])[CH:28]=[CH:29][C:30]=1F.C(=O)([O-])[O-].[K+].[K+].Cl. (7) Given the product [Cl:1][C:2]1[N:7]=[C:6]2[S:8][C:9]([I:18])=[CH:10][C:5]2=[CH:4][CH:3]=1, predict the reactants needed to synthesize it. The reactants are: [Cl:1][C:2]1[N:7]=[C:6]2[S:8][CH:9]=[CH:10][C:5]2=[CH:4][CH:3]=1.C1C(=O)N([I:18])C(=O)C1.OS(C(F)(F)F)(=O)=O.C(=O)([O-])[O-].[Na+].[Na+]. (8) Given the product [CH2:1]([C:8]1[CH:17]=[C:16]2[C:11]([C:12]([OH:30])=[C:13]([C:25]([NH:35][CH2:34][CH2:33][O:32][CH3:31])=[O:26])[C:14](=[O:24])[N:15]2[CH2:18][C:19]2[S:20][CH:21]=[CH:22][N:23]=2)=[N:10][CH:9]=1)[C:2]1[CH:7]=[CH:6][CH:5]=[CH:4][CH:3]=1, predict the reactants needed to synthesize it. The reactants are: [CH2:1]([C:8]1[CH:17]=[C:16]2[C:11]([C:12]([OH:30])=[C:13]([C:25](OCC)=[O:26])[C:14](=[O:24])[N:15]2[CH2:18][C:19]2[S:20][CH:21]=[CH:22][N:23]=2)=[N:10][CH:9]=1)[C:2]1[CH:7]=[CH:6][CH:5]=[CH:4][CH:3]=1.[CH3:31][O:32][CH2:33][CH2:34][NH2:35]. (9) Given the product [Cl:22][CH2:23][C:24]1[N:10]=[C:8]([C:3]2[CH:4]=[C:5]([Cl:1])[CH:6]=[CH:7][N:2]=2)[N:9]=[C:26]([OH:28])[CH:25]=1, predict the reactants needed to synthesize it. The reactants are: [ClH:1].[N:2]1[CH:7]=[CH:6][CH:5]=[CH:4][C:3]=1[C:8]([NH2:10])=[NH:9].C1CCN2C(=NCCC2)CC1.[Cl:22][CH2:23][C:24](=O)[CH2:25][C:26]([O:28]C)=O. (10) Given the product [Br:5][C:6]([Br:26])=[C:7]([C:17]1[CH:22]=[CH:21][C:20]([OH:23])=[CH:19][CH:18]=1)[C:8]1[CH:9]=[CH:10][C:11]([OH:14])=[CH:12][CH:13]=1, predict the reactants needed to synthesize it. The reactants are: CO.[OH-].[K+].[Br:5][C:6]([Br:26])=[C:7]([C:17]1[CH:22]=[CH:21][C:20]([O:23]C#N)=[CH:19][CH:18]=1)[C:8]1[CH:13]=[CH:12][C:11]([O:14]C#N)=[CH:10][CH:9]=1.Cl.